The task is: Regression/Classification. Given a drug SMILES string, predict its absorption, distribution, metabolism, or excretion properties. Task type varies by dataset: regression for continuous measurements (e.g., permeability, clearance, half-life) or binary classification for categorical outcomes (e.g., BBB penetration, CYP inhibition). For this dataset (lipophilicity_astrazeneca), we predict Y.. This data is from Experimental lipophilicity measurements (octanol/water distribution) for 4,200 compounds from AstraZeneca. (1) The molecule is Oc1ccc(C2CNCCc3c2cc(O)c(O)c3Cl)cc1. The Y is 0.870 logD. (2) The compound is COCCNCc1cncc(-c2ccc(F)cc2OC)n1. The Y is 1.61 logD. (3) The drug is O=C(c1cc(Cc2n[nH]c(=O)c3ccccc23)ccc1F)N1CCN(c2ccccn2)CC1. The Y is 2.55 logD. (4) The compound is O=C(Oc1ccccc1)N1CCOCC1. The Y is 1.30 logD. (5) The drug is C[C@@](O)(C(=O)Nc1ccc(C(=O)N2CCCCC2)cc1Cl)C(F)(F)F. The Y is 2.62 logD. (6) The molecule is Oc1cc(OCc2ccccc2)ccn1. The Y is 1.69 logD. (7) The compound is COC[C@H](O)Cn1c(=O)cnn(-c2ccc(Cl)c(C(=O)NCC3(O)CCCCCC3)c2)c1=O. The Y is 1.46 logD. (8) The drug is Cc1cnc(Nc2ccc(OCCN3CCCC3)cc2)nc1Nc1cccc(S(=O)(=O)NC(C)(C)C)c1. The Y is 2.11 logD. (9) The molecule is Nc1nc2ccc(-c3cccc(O)c3)cc2s1. The Y is 3.10 logD. (10) The compound is O=c1[nH]n(Cc2ccccn2)c(=O)c2c(=O)c3ccc(Cl)cc3[nH]c12. The Y is 1.10 logD.